From a dataset of Full USPTO retrosynthesis dataset with 1.9M reactions from patents (1976-2016). Predict the reactants needed to synthesize the given product. (1) Given the product [NH:1]([C:3](=[O:24])[C:4]([NH:6][C:7]1[CH:8]=[CH:9][C:10]([S:38]([CH2:35][CH2:34][CH3:33])(=[O:40])=[O:39])=[CH:11][CH:12]=1)=[O:5])[NH2:2], predict the reactants needed to synthesize it. The reactants are: [NH:1]([C:3](=[O:24])[C:4]([NH:6][C:7]1[CH:12]=[CH:11][C:10]([C@H]2CC[C@H](CC(OC)=O)CC2)=[CH:9][CH:8]=1)=[O:5])[NH2:2].O=C(NC1C=C[C:35]([S:38](CCC)(=[O:40])=[O:39])=[CH:34][CH:33]=1)C(OC)=O. (2) Given the product [Cl:1][C:2]1[CH:7]=[CH:6][C:5]([CH:8]2[C:13]3[N:14]4[N:19]=[C:18]([CH3:20])[S:17][C:15]4=[N:16][C:12]=3[CH2:11][CH2:10][N:9]2[C:21](=[O:32])[CH2:22][O:23][C:24]2[C:25]([Cl:31])=[N:26][C:27]([N:35]([CH2:36][CH2:37][OH:38])[CH3:34])=[CH:28][CH:29]=2)=[C:4]([F:33])[CH:3]=1, predict the reactants needed to synthesize it. The reactants are: [Cl:1][C:2]1[CH:7]=[CH:6][C:5]([CH:8]2[C:13]3[N:14]4[N:19]=[C:18]([CH3:20])[S:17][C:15]4=[N:16][C:12]=3[CH2:11][CH2:10][N:9]2[C:21](=[O:32])[CH2:22][O:23][C:24]2[C:25]([Cl:31])=[N:26][C:27](I)=[CH:28][CH:29]=2)=[C:4]([F:33])[CH:3]=1.[CH3:34][NH:35][CH2:36][CH2:37][OH:38]. (3) Given the product [CH2:1]([N:3]1[CH:7]=[C:6]([NH:8][C:9]2[N:14]=[CH:13][C:12]([O:15][CH2:16][C:17]3[CH:18]=[C:19]([CH:24]=[C:25]([O:28][CH3:29])[C:26]=3[F:27])[C:20]([NH:36][CH3:35])=[O:22])=[CH:11][N:10]=2)[CH:5]=[N:4]1)[CH3:2], predict the reactants needed to synthesize it. The reactants are: [CH2:1]([N:3]1[CH:7]=[C:6]([NH:8][C:9]2[N:14]=[CH:13][C:12]([O:15][CH2:16][C:17]3[CH:18]=[C:19]([CH:24]=[C:25]([O:28][CH3:29])[C:26]=3[F:27])[C:20]([O:22]C)=O)=[CH:11][N:10]=2)[CH:5]=[N:4]1)[CH3:2].[OH-].[Na+].Cl.CN.[CH3:35][N:36](C(ON1N=NC2C=CC=NC1=2)=[N+](C)C)C.F[P-](F)(F)(F)(F)F.CCN(C(C)C)C(C)C. (4) Given the product [CH3:19][N:16]([CH3:17])[C:15]([C:14]1[CH:18]=[C:10]([C:8]2[CH:7]=[N:6][N:5]([CH2:4][CH2:3][CH2:2][OH:1])[CH:9]=2)[CH:11]=[CH:12][C:13]=1[NH:21][C:22]1[C:27]([C:28]([F:29])([F:31])[F:30])=[CH:26][N:25]=[C:24]([NH:32][C:33]2[CH:34]=[CH:35][C:36]([CH2:37][P:38](=[O:45])([O:39][CH2:40][CH3:41])[O:42][CH2:43][CH3:44])=[CH:46][CH:47]=2)[N:23]=1)=[O:20], predict the reactants needed to synthesize it. The reactants are: [OH:1][CH2:2][CH2:3][CH2:4][N:5]1[CH:9]=[C:8]([C:10]2[CH:11]=[CH:12][C:13]([NH:21][C:22]3[C:27]([C:28]([F:31])([F:30])[F:29])=[CH:26][N:25]=[C:24]([NH:32][C:33]4[CH:47]=[CH:46][C:36]([CH2:37][P:38](=[O:45])([O:42][CH2:43][CH3:44])[O:39][CH2:40][CH3:41])=[CH:35][C:34]=4OC)[N:23]=3)=[C:14]3[C:18]=2[CH2:17][N:16]([CH3:19])[C:15]3=[O:20])[CH:7]=[N:6]1.NC1C=CC(C2C=NN(CCCO)C=2)=CC=1C(N(C)C)=O.